From a dataset of Full USPTO retrosynthesis dataset with 1.9M reactions from patents (1976-2016). Predict the reactants needed to synthesize the given product. (1) Given the product [NH2:1][C:2]1[C:11]2[N:12]=[C:13]([CH2:23][O:24][CH2:25][CH3:26])[N:14]([CH2:15][CH2:16][CH2:17][O:18][N:19]=[C:20]([CH3:22])[CH3:21])[C:10]=2[C:9]2[N:8]=[CH:7][C:6]([C:28]3[CH:33]=[CH:32][CH:31]=[CH:30][CH:29]=3)=[CH:5][C:4]=2[N:3]=1, predict the reactants needed to synthesize it. The reactants are: [NH2:1][C:2]1[C:11]2[N:12]=[C:13]([CH2:23][O:24][CH2:25][CH3:26])[N:14]([CH2:15][CH2:16][CH2:17][O:18][N:19]=[C:20]([CH3:22])[CH3:21])[C:10]=2[C:9]2[N:8]=[CH:7][C:6](Br)=[CH:5][C:4]=2[N:3]=1.[C:28]1(B(O)O)[CH:33]=[CH:32][CH:31]=[CH:30][CH:29]=1.C(=O)([O-])[O-].[Na+].[Na+].C(O)CC. (2) Given the product [CH2:25]([S:22]([N:12]1[C:13]2[CH:14]=[CH:15][C:16]([C:19]([N:29]3[CH2:34][CH2:33][CH:32]([OH:35])[CH2:31][CH2:30]3)=[O:20])=[CH:17][C:18]=2[C:10]2[CH2:9][N:8]([C:6]([O:5][C:1]([CH3:3])([CH3:4])[CH3:2])=[O:7])[CH2:28][CH2:27][C:11]1=2)(=[O:23])=[O:24])[CH3:26], predict the reactants needed to synthesize it. The reactants are: [C:1]([O:5][C:6]([N:8]1[CH2:28][CH2:27][C:11]2[N:12]([S:22]([CH2:25][CH3:26])(=[O:24])=[O:23])[C:13]3[CH:14]=[CH:15][C:16]([C:19](O)=[O:20])=[CH:17][C:18]=3[C:10]=2[CH2:9]1)=[O:7])([CH3:4])([CH3:3])[CH3:2].[NH:29]1[CH2:34][CH2:33][CH:32]([OH:35])[CH2:31][CH2:30]1. (3) Given the product [CH2:1]([O:8][CH2:9][CH2:10][O:11][C:12]1[CH:17]=[CH:16][C:15]([O:22][B:23]([OH:28])[OH:24])=[CH:14][CH:13]=1)[C:2]1[CH:7]=[CH:6][CH:5]=[CH:4][CH:3]=1, predict the reactants needed to synthesize it. The reactants are: [CH2:1]([O:8][CH2:9][CH2:10][O:11][C:12]1[CH:17]=[CH:16][C:15](Br)=[CH:14][CH:13]=1)[C:2]1[CH:7]=[CH:6][CH:5]=[CH:4][CH:3]=1.C([O:22][B:23]([O:28]C(C)C)[O:24]C(C)C)(C)C.C([Li])CCC.Cl.